Dataset: Reaction yield outcomes from USPTO patents with 853,638 reactions. Task: Predict the reaction yield, written as a fraction of the theoretical maximum amount of product (1.0 means a 100% yield; for example, 0.34 means a 34% yield). (1) The reactants are [F:1][C:2]1[CH:3]=[C:4]2[C:8](=[CH:9][CH:10]=1)[NH:7][C:6](=[O:11])[C:5]2=[CH:12][C:13]1[CH:14]=[C:15]([CH:26]=[CH:27][CH:28]=1)[C:16]([NH:18][CH2:19][CH2:20][CH2:21][CH2:22][C:23]([OH:25])=O)=[O:17].Cl.C(N=C=NCCCN(C)C)C.OC1C2N=NNC=2C=CC=1.C(N(CC)CC)C.[F:58][C:59]1[CH:64]=[CH:63][C:62]([NH2:65])=[C:61]([NH2:66])[CH:60]=1. The catalyst is [Cl-].[Na+].O.CN(C=O)C. The product is [F:1][C:2]1[CH:3]=[C:4]2[C:8](=[CH:9][CH:10]=1)[NH:7][C:6](=[O:11])[C:5]2=[CH:12][C:13]1[CH:14]=[C:15]([CH:26]=[CH:27][CH:28]=1)[C:16]([NH:18][CH2:19][CH2:20][CH2:21][CH2:22][C:23]([NH:65][C:62]1[CH:63]=[CH:64][C:59]([F:58])=[CH:60][C:61]=1[NH2:66])=[O:25])=[O:17]. The yield is 0.760. (2) The reactants are [NH2:1][C:2]1[C:3]([C:9]([NH:11][C:12]2[C:17]([N:18]3[CH2:23][CH2:22][CH:21]([NH2:24])[CH2:20][CH2:19]3)=[CH:16][CH:15]=[CH:14][N:13]=2)=[O:10])=[N:4][C:5](Br)=[CH:6][N:7]=1.[B:34]1([B:34]2[O:38][C:37]([CH3:40])([CH3:39])[C:36]([CH3:42])([CH3:41])[O:35]2)[O:38][C:37]([CH3:40])([CH3:39])[C:36]([CH3:42])([CH3:41])[O:35]1.C[C:44]([O-:46])=[O:45].[K+]. The catalyst is O1CCOCC1.C1C=CC(P(C2C=CC=CC=2)[C-]2C=CC=C2)=CC=1.C1C=CC(P(C2C=CC=CC=2)[C-]2C=CC=C2)=CC=1.Cl[Pd]Cl.[Fe+2]. The product is [NH2:1][C:2]1[C:3]([C:9]([NH:11][C:12]2[C:17]([N:18]3[CH2:23][CH2:22][CH:21]([NH:24][C:44](=[O:45])[O:46][C:36]([CH3:42])([CH3:41])[CH3:37])[CH2:20][CH2:19]3)=[CH:16][CH:15]=[CH:14][N:13]=2)=[O:10])=[N:4][C:5]([B:34]2[O:35][C:36]([CH3:41])([CH3:42])[C:37]([CH3:39])([CH3:40])[O:38]2)=[CH:6][N:7]=1. The yield is 0.710. (3) The reactants are [Cl:1][C:2]1[C:11]([CH:12]=O)=[CH:10][C:9]2[C:4](=[CH:5][CH:6]=[C:7]([O:14][CH3:15])[CH:8]=2)[N:3]=1.[N:16]1([CH2:25][C:26]#[N:27])[C:20]2[CH:21]=[CH:22][CH:23]=[CH:24][C:19]=2[N:18]=[N:17]1. No catalyst specified. The product is [N:16]1(/[C:25](=[CH:12]/[C:11]2[C:2]([Cl:1])=[N:3][C:4]3[C:9]([CH:10]=2)=[CH:8][C:7]([O:14][CH3:15])=[CH:6][CH:5]=3)/[C:26]#[N:27])[C:20]2[CH:21]=[CH:22][CH:23]=[CH:24][C:19]=2[N:18]=[N:17]1. The yield is 0.710. (4) The catalyst is C(Cl)Cl. The reactants are [F:1][CH:2]([F:41])[C:3]1[N:7]([C:8]2[N:13]=[C:12]([N:14]3[CH2:20][CH:19]4[O:21][CH:16]([CH2:17][CH2:18]4)[CH2:15]3)[N:11]=[C:10]([N:22]3[CH2:27][CH2:26][N:25](C(OC(C)(C)C)=O)[CH2:24][CH2:23]3)[N:9]=2)[C:6]2[CH:35]=[CH:36][CH:37]=[C:38]([O:39][CH3:40])[C:5]=2[N:4]=1.C(O)(C(F)(F)F)=O.N. The product is [F:41][CH:2]([F:1])[C:3]1[N:7]([C:8]2[N:9]=[C:10]([N:22]3[CH2:27][CH2:26][NH:25][CH2:24][CH2:23]3)[N:11]=[C:12]([N:14]3[CH2:20][CH:19]4[O:21][CH:16]([CH2:17][CH2:18]4)[CH2:15]3)[N:13]=2)[C:6]2[CH:35]=[CH:36][CH:37]=[C:38]([O:39][CH3:40])[C:5]=2[N:4]=1. The yield is 0.910.